Dataset: Peptide-MHC class I binding affinity with 185,985 pairs from IEDB/IMGT. Task: Regression. Given a peptide amino acid sequence and an MHC pseudo amino acid sequence, predict their binding affinity value. This is MHC class I binding data. The peptide sequence is LMTHTWHAK. The MHC is HLA-A26:01 with pseudo-sequence HLA-A26:01. The binding affinity (normalized) is 0.0847.